Task: Predict the reactants needed to synthesize the given product.. Dataset: Full USPTO retrosynthesis dataset with 1.9M reactions from patents (1976-2016) (1) Given the product [C:24]1([C:22]2[S:21][CH:20]=[C:19]([N:12]([S:9](=[O:10])(=[O:11])[NH2:8])[CH:13]([CH3:18])[C:14]([O:16][CH3:17])=[O:15])[CH:23]=2)[CH:29]=[CH:28][CH:27]=[CH:26][CH:25]=1, predict the reactants needed to synthesize it. The reactants are: C(OC([NH:8][S:9]([N:12]([C:19]1[CH:23]=[C:22]([C:24]2[CH:29]=[CH:28][CH:27]=[CH:26][CH:25]=2)[S:21][CH:20]=1)[CH:13]([CH3:18])[C:14]([O:16][CH3:17])=[O:15])(=[O:11])=[O:10])=O)(C)(C)C.C(O)(C(F)(F)F)=O. (2) Given the product [Cl:1][C:2]1[CH:3]=[CH:4][C:5]([CH2:16][N:17]2[CH2:18][CH2:19][N:20]([C:23]([O:24][N:25]3[C:29](=[O:30])[CH2:28][CH2:27][C:26]3=[O:31])=[O:32])[CH2:21][CH2:22]2)=[C:6]([C:8]([N:10]2[CH2:11][CH2:12][O:13][CH2:14][CH2:15]2)=[O:9])[CH:7]=1, predict the reactants needed to synthesize it. The reactants are: [Cl:1][C:2]1[CH:3]=[CH:4][C:5]([CH2:16][N:17]2[CH2:22][CH2:21][NH:20][CH2:19][CH2:18]2)=[C:6]([C:8]([N:10]2[CH2:15][CH2:14][O:13][CH2:12][CH2:11]2)=[O:9])[CH:7]=1.[C:23](=O)([O:32]N1C(=O)CCC1=O)[O:24][N:25]1[C:29](=[O:30])[CH2:28][CH2:27][C:26]1=[O:31].C(N(CC)CC)C. (3) Given the product [Br:1][C:2]1[O:6][C:5]([CH2:7][N:9]2[CH2:14][CH2:13][O:12][CH2:11][CH2:10]2)=[CH:4][CH:3]=1, predict the reactants needed to synthesize it. The reactants are: [Br:1][C:2]1[O:6][C:5]([CH:7]=O)=[CH:4][CH:3]=1.[NH:9]1[CH2:14][CH2:13][O:12][CH2:11][CH2:10]1.C(O[BH-](OC(=O)C)OC(=O)C)(=O)C.[Na+].C(=O)(O)[O-].[Na+].